From a dataset of Peptide-MHC class I binding affinity with 185,985 pairs from IEDB/IMGT. Regression. Given a peptide amino acid sequence and an MHC pseudo amino acid sequence, predict their binding affinity value. This is MHC class I binding data. (1) The peptide sequence is ALMEVTHVL. The MHC is HLA-A02:06 with pseudo-sequence HLA-A02:06. The binding affinity (normalized) is 1.00. (2) The peptide sequence is KEDPGDHIF. The MHC is HLA-A26:01 with pseudo-sequence HLA-A26:01. The binding affinity (normalized) is 0.0847. (3) The peptide sequence is VLLEARQAY. The MHC is HLA-B27:05 with pseudo-sequence HLA-B27:05. The binding affinity (normalized) is 0.0847. (4) The peptide sequence is NSYSLIRLSH. The MHC is HLA-A33:01 with pseudo-sequence HLA-A33:01. The binding affinity (normalized) is 0.253. (5) The peptide sequence is ITGLPPTEW. The MHC is HLA-B15:17 with pseudo-sequence HLA-B15:17. The binding affinity (normalized) is 0.907. (6) The peptide sequence is EIIPKIKAY. The binding affinity (normalized) is 0.0847. The MHC is HLA-A80:01 with pseudo-sequence HLA-A80:01. (7) The peptide sequence is PKVPLRTM. The MHC is HLA-B27:05 with pseudo-sequence HLA-B27:05. The binding affinity (normalized) is 0.0152. (8) The binding affinity (normalized) is 0.550. The MHC is HLA-A68:02 with pseudo-sequence HLA-A68:02. The peptide sequence is TSNHGVTATI.